Dataset: Catalyst prediction with 721,799 reactions and 888 catalyst types from USPTO. Task: Predict which catalyst facilitates the given reaction. (1) Reactant: [CH:1]12[O:8][CH:5]([CH2:6][CH2:7]1)[CH2:4][N:3]([C:9]1[N:10]=[C:11]3[NH:19][C@H:18]([C:20]([F:23])([F:22])[F:21])[CH2:17][CH2:16][N:12]3[C:13](=[O:15])[CH:14]=1)[CH2:2]2.[H-].[Na+].Cl[CH2:27][C@H:28]([C:30]1[CH:35]=[CH:34][C:33]([F:36])=[CH:32][C:31]=1[O:37][CH3:38])[OH:29]. Product: [F:36][C:33]1[CH:34]=[CH:35][C:30]([C@H:28]([OH:29])[CH2:27][N:19]2[C:11]3=[N:10][C:9]([N:3]4[CH2:4][CH:5]5[O:8][CH:1]([CH2:7][CH2:6]5)[CH2:2]4)=[CH:14][C:13](=[O:15])[N:12]3[CH2:16][CH2:17][C@H:18]2[C:20]([F:22])([F:21])[F:23])=[C:31]([O:37][CH3:38])[CH:32]=1. The catalyst class is: 3. (2) Reactant: [CH3:1][O:2][C:3]1[CH:8]=[CH:7][CH:6]=[CH:5][C:4]=1[CH2:9][C:10]([O:12]C)=[O:11].[H-].[Na+].[CH:16]1(Br)[CH2:20][CH2:19][CH2:18][CH2:17]1. Product: [CH:16]1([CH:9]([C:4]2[CH:5]=[CH:6][CH:7]=[CH:8][C:3]=2[O:2][CH3:1])[C:10]([OH:12])=[O:11])[CH2:20][CH2:19][CH2:18][CH2:17]1. The catalyst class is: 3. (3) Reactant: [CH:1]([C@@H:4]1[C:9]([O:10][CH3:11])=[N:8][C@@H:7]([C@H:12]([C:14]2[CH:19]=[CH:18][C:17]([C:20]([F:23])([F:22])[F:21])=[CH:16][CH:15]=2)[OH:13])[C:6]([O:24][CH3:25])=[N:5]1)([CH3:3])[CH3:2].N1C=CN=C1.[C:31]([Si:35](Cl)([CH3:37])[CH3:36])([CH3:34])([CH3:33])[CH3:32]. Product: [Si:35]([O:13][C@@H:12]([C:14]1[CH:19]=[CH:18][C:17]([C:20]([F:22])([F:21])[F:23])=[CH:16][CH:15]=1)[C@H:7]1[C:6]([O:24][CH3:25])=[N:5][C@H:4]([CH:1]([CH3:3])[CH3:2])[C:9]([O:10][CH3:11])=[N:8]1)([C:31]([CH3:34])([CH3:33])[CH3:32])([CH3:37])[CH3:36]. The catalyst class is: 2. (4) Reactant: [Br:1][C:2]1[CH:7]=[CH:6][N:5]2[N:8]=[CH:9][C:10](C(OCC)=O)=[C:4]2[CH:3]=1.[OH-].[Na+]. Product: [Br:1][C:2]1[CH:7]=[CH:6][N:5]2[N:8]=[CH:9][CH:10]=[C:4]2[CH:3]=1. The catalyst class is: 82. (5) Reactant: [OH:1][CH2:2][C:3]1[CH:4]=[CH:5][C:6]([CH:9]([CH2:30][C:31]2[CH:32]=[C:33]3[C:37](=[C:38]([CH3:40])[CH:39]=2)[NH:36][N:35]=[CH:34]3)[CH2:10][C:11]([N:13]2[CH2:18][CH2:17][CH:16]([N:19]3[CH2:28][C:27]4[C:22](=[CH:23][CH:24]=[CH:25][CH:26]=4)[NH:21][C:20]3=[O:29])[CH2:15][CH2:14]2)=[O:12])=[N:7][CH:8]=1.CC(OI1(OC(C)=O)(OC(C)=O)OC(=O)C2C=CC=CC1=2)=O. Product: [CH3:40][C:38]1[CH:39]=[C:31]([CH2:30][CH:9]([C:6]2[CH:5]=[CH:4][C:3]([CH:2]=[O:1])=[CH:8][N:7]=2)[CH2:10][C:11](=[O:12])[N:13]2[CH2:14][CH2:15][CH:16]([N:19]3[CH2:28][C:27]4[C:22](=[CH:23][CH:24]=[CH:25][CH:26]=4)[NH:21][C:20]3=[O:29])[CH2:17][CH2:18]2)[CH:32]=[C:33]2[C:37]=1[NH:36][N:35]=[CH:34]2. The catalyst class is: 2. (6) Reactant: [C:1]([C:4]1[S:5][CH:6]=[CH:7][CH:8]=1)(=[O:3])[CH3:2].[NH2:9][C:10]1[CH:15]=[CH:14][CH:13]=[CH:12][C:11]=1[SH:16].[CH2:17]=O. Product: [SH:16][C:11]1[CH:12]=[CH:13][CH:14]=[CH:15][C:10]=1[NH:9][CH2:17][CH2:2][C:1]([C:4]1[S:5][CH:6]=[CH:7][CH:8]=1)=[O:3]. The catalyst class is: 12. (7) Reactant: [OH:1][CH2:2][CH:3]([N:6]1[CH:15]=[CH:14][C:13]2[C:8](=[CH:9][CH:10]=[CH:11][C:12]=2[N+:16]([O-])=O)[C:7]1=[O:19])[CH2:4][OH:5].CO. Product: [NH2:16][C:12]1[CH:11]=[CH:10][CH:9]=[C:8]2[C:13]=1[CH:14]=[CH:15][N:6]([CH:3]([CH2:2][OH:1])[CH2:4][OH:5])[C:7]2=[O:19]. The catalyst class is: 45.